Dataset: Experimentally validated miRNA-target interactions with 360,000+ pairs, plus equal number of negative samples. Task: Binary Classification. Given a miRNA mature sequence and a target amino acid sequence, predict their likelihood of interaction. (1) Result: 1 (interaction). The miRNA is hsa-miR-5006-3p with sequence UUUCCCUUUCCAUCCUGGCAG. The protein sequence of the target gene is MSDSDLGEDEGLLSLAGKRKRRGNLPKESVKILRDWLYLHRYNAYPSEQEKLSLSGQTNLSVLQICNWFINARRRLLPDMLRKDGKDPNQFTISRRGGKASDVALPRGSSPSVLAVSVPAPTNVLSLSVCSMPLHSGQGEKPAAPFPRGELESPKPLVTPGSTLTLLTRAEAGSPTGGLFNTPPPTPPEQDKEDFSSFQLLVEVALQRAAEMELQKQQDPSLPLLHTPIPLVSENPQ. (2) The miRNA is gga-miR-375 with sequence UUUGUUCGUUCGGCUCGCGUUA. The protein sequence of the target gene is MAAFSKYLTARNSSLAGAAFLLLCLLHKRRRALGLHGKKSGKPPLQNNEKEGKKERAVVDKVFFSRLIQILKIMVPRTFCKETGYLVLIAVMLVSRTYCDVWMIQNGTLIESGIIGRSRKDFKRYLLNFIAAMPLISLVNNFLKYGLNELKLCFRVRLTKYLYEEYLQAFTYYKMGNLDNRIANPDQLLTQDVEKFCNSVVDLYSNLSKPFLDIVLYIFKLTSAIGAQGPASMMAYLVVSGLFLTRLRRPIGKMTITEQKYEGEYRYVNSRLITNSEEIAFYNGNKREKQTVHSVFRKLV.... Result: 0 (no interaction). (3) The miRNA is hsa-miR-98-3p with sequence CUAUACAACUUACUACUUUCCC. The protein sequence of the target gene is MEEVRCPEHGTFCFLKTGVRDGPNKGKSFYVCRADTCSFVRATDIPVSHCLLHEDFVVELQGLLLPQDKKEYRLFFRCIRSKAEGKRWCGSIPWQDPDSKEHSVSNKSQHASETFHHSSNWLRNPFKVLDKNQEPALWKQLIKGEGEEKKADKKQREKGDQLFDQKKEQKPEMMEKDLSSGLVPKKKQSVVQEKKQEEGAEIQCEAETGGTHKRDFSEIKSQQCQGNELTRPSASSQEKSSGKSQDVQRESEPLREKVTQLLPQNVHSHNSISKPQKGGPLNKEYTNWEAKETKAKDGPS.... Result: 0 (no interaction). (4) The miRNA is hsa-miR-7108-5p with sequence GUGUGGCCGGCAGGCGGGUGG. The protein sequence of the target gene is MKCSLRVWFLSMAFLLVFIMSLLFTYSHHSMATLPYLDSGALGGTHRVKLVPGYSGLQRLGKEGLLGRNCACSRCMGDASTSEWFDSHFDGNISPVWTRDNMNLPPDVQRWWMMLQPQFKSHNTNEVLEKLFQIVPGENPYRFRDPQQCRRCAVVGNSGNLRGSGYGQEVDSHNFIMRMNQAPTVGFEKDVGSRTTHHFMYPESAKNLPANVSFVLVPFKALDLMWIASALSTGQIRFTYAPVKSFLRVDKEKVQIYNPAFFKYIHDRWTEHHGRYPSTGMLVLFFALHVCDEVNVYGFG.... Result: 0 (no interaction).